Dataset: Experimentally validated miRNA-target interactions with 360,000+ pairs, plus equal number of negative samples. Task: Binary Classification. Given a miRNA mature sequence and a target amino acid sequence, predict their likelihood of interaction. (1) The miRNA is hsa-miR-3150b-3p with sequence UGAGGAGAUCGUCGAGGUUGG. The protein sequence of the target gene is MNFETSRCATLQYCPDPYIQRFIETPAHFSWKESYYRSAMSQSTQTSEFLSPEVFQHIWDFLEQPICSVQPIELNFVDEPSENGATNKIEISMDCIRMQDSDLSDPMWPQYTNLGLLNSMDQQIQNGSSSTSPYNTDHAQNSVTAPSPYAQPSSTFDALSPSPAIPSNTDYPGPHSFDVSFQQSSTAKSATWTYSTELKKLYCQIAKTCPIQIKVMTPPPQGAVIRAMPVYKKAEHVTEVVKRCPNHELSREFNEGQIAPPSHLIRVEGNSHAQYVEDPITGRQSVLVPYEPPQVGTEFT.... Result: 0 (no interaction). (2) The miRNA is hsa-miR-92a-3p with sequence UAUUGCACUUGUCCCGGCCUGU. The protein sequence of the target gene is MAAPAQQTTQPGGGKRKGKAQYVLAKRARRCDAGGPRQLEPGLQGILITCNMNERKCVEEAYSLLNEYGDDMYGPEKFTDKDQQPSGSEGEDDDAEAALKKEVGDIKASTEMRLRRFQSVESGANNVVFIRTLGIEPEKLVHHILQDMYKTKKKKTRVILRMLPISGTCKAFLEDMKKYAETFLEPWFKAPNKGTFQIVYKSRNNSHVNREEVIRELAGIVCTLNSENKVDLTNPQYTVVVEIIKAVCCLSVVKDYMLFRKYNLQEVVKSPKDPSQLNSKQGNGKEAKLESADKSDQNNT.... Result: 1 (interaction). (3) The miRNA is mmu-miR-181c-3p with sequence ACCAUCGACCGUUGAGUGGACC. The protein sequence of the target gene is MAASGVPRGCDILIVYSPDAEEWCQYLQTLFLSSRQVRSQKILTHRLGPEASFSAEDLSLFLSTRCVVVLLSAELVQHFHKPALLPLLQRAFHPPHRVVRLLCGVRDSEEFLDFFPDWAHWQELTCDDEPETYVAAVKKAISEDSGCDSVTDTEPEDEKVVSYSKQQNLPTVTSPGNLMVVQPDRIRCGAETTVYVIVRCKLDDRVATEAEFSPEDSPSVRMEAKVENEYTISVKAPNLSSGNVSLKIYSGDLVVCETVISYYTDMEEIGNLLSNAANPVEFMCQAFKIVPYNTETLDKL.... Result: 0 (no interaction). (4) The miRNA is hsa-miR-619-3p with sequence GACCUGGACAUGUUUGUGCCCAGU. The protein sequence of the target gene is MDPALAAQMSEAVAEKMLQYRRDTAGWKICREGNGVSVSWRPSVEFPGNLYRGEGIVYGTLEEVWDCVKPAVGGLRVKWDENVTGFEIIQSITDTLCVSRTSTPSAAMKLISPRDFVDLVLVKRYEDGTISSNATHVEHPLCPPKPGFVRGFNHPCGCFCEPLPGEPTKTNLVTFFHTDLSGYLPQNVVDSFFPRSMTRFYANLQKAVKQFHE. Result: 0 (no interaction). (5) The protein sequence of the target gene is MDRRKKPLDVTASSLVDLKAELFRKQEEFKQEKLLKDSGVFGKPKTTNKKPSIWSKQNVGVSNRAEKDAEQKIEEQKTLDKAREKLEEKAKLYEKMTKGDFIDEEVEDMYLVDFTQKIIDKRKEMEASGAHRDSQKAGERDDDEENLPEGEIPPPQDPSEEWVDYVDSLGRSRRCMRKDLPDLLEMDKNLQGRLFISPANEKTLLSEDMRKELQRQQWEEEEREALKRPMGPVHYEDIRENEARQLGVGYFAFARDKELRNKQMKTLEMLREQTTDQRTKRENIKEKRKAILEARLAKLR.... Result: 1 (interaction). The miRNA is hsa-miR-8485 with sequence CACACACACACACACACGUAU. (6) The miRNA is hsa-miR-939-5p with sequence UGGGGAGCUGAGGCUCUGGGGGUG. The protein sequence of the target gene is MGHQQLYWSHPRKFGQGSRSCRVCSNRHGLIRKYGLNMCRQCFRQYAKDIGFIKLD. Result: 0 (no interaction). (7) The miRNA is hsa-miR-6770-5p with sequence UGAGAAGGCACAGCUUGCACGUGA. The protein sequence of the target gene is MARAWVCLAGAAFFLSCLVLHSRFCGSLVSRTFSFHVSWRMEDPLFRLDLGWPKNSEYFTGATFCVAVDSLNGLVYVAQRGDNIPKVLVFSEDGYFLRAWNYTVDTPHGMFVSGTPFEQSVWITDVGSGPYGHTVKKYNSLGDLVQVLGTPGKKGTGLNPLQFDNPAELYVDDTGEMYIVDGDGGLNNRLVKLSQDFMILWLRGENGTGPAKFNIPHSVTLDAVGRVWVADRGNKRLQVFDKDTGEWLGAWDNCFTEEGPSAVRFTPDGKYLIVAQLNLSRLSVLLAPPSGSIGDCSVVS.... Result: 0 (no interaction). (8) The miRNA is mmu-miR-148a-3p with sequence UCAGUGCACUACAGAACUUUGU. The protein sequence of the target gene is MTSVRCKLAQYLEDLEDVDLKKFKMHLEDYPPEKGCIPVPRGQMEKADHLDLATLMIDFNGEEKAWAMAVWIFAAINRRDLWEKAKKDQPEWNDTCTSHSSMVCQEDSLEEEWMGLLGYLSRISICKKKKDYCKMYRRHVRSRFYSIKDRNARLGESVDLNSRYTQLQLVKEHPSKQEREHELLTIGRTKMRDSPMSSLKLELLFEPEDGHSEPVHTVVFQGAAGIGKTILARKIMLDWALGKLFKDKFDYLFFIHCREVSLRTPRSLADLIVSCWPDPNPPVCKILRKPSRILFLMDGF.... Result: 0 (no interaction). (9) The miRNA is hsa-miR-3179 with sequence AGAAGGGGUGAAAUUUAAACGU. The protein sequence of the target gene is MAATKTASYDEHFRPEKLREWPEPESVSLMEVLAREDIDEAVCAILFKENSIVKVTVPPFVDPLFQRQQEVDEERRTGLQCETGKRHSIKELEEIEKARLHASSPYFTFTSHCVIPKEWHKASARARSKTYKYSPEKLIYADKKQKRKEKKTADLSQAAFERQFLSSKLSQKNKVGERKGLVSRGLGRGWHAGLCSTHEQHILVPE. Result: 1 (interaction).